From a dataset of Catalyst prediction with 721,799 reactions and 888 catalyst types from USPTO. Predict which catalyst facilitates the given reaction. (1) Reactant: [C:1]([C:3]1[CH:8]=[CH:7][C:6]([C@H:9]2[C@@H:13]([CH3:14])[O:12]C(C)(C)[O:10]2)=[CH:5][CH:4]=1)#[CH:2].CO.O.C1(C)C=CC(S(O)(=O)=O)=CC=1.C(=O)([O-])O.[Na+]. Product: [C:1]([C:3]1[CH:8]=[CH:7][C:6]([C@H:9]([OH:10])[C@H:13]([OH:12])[CH3:14])=[CH:5][CH:4]=1)#[CH:2]. The catalyst class is: 69. (2) Product: [Br:1][C:2]1[C:3]([O:17][CH2:19][CH2:20][CH3:21])=[C:4]2[C:9](=[CH:10][CH:11]=1)[N:8]([C:12]([O:14][CH3:15])=[O:13])[C@@H:7]([CH3:16])[CH2:6][CH2:5]2. Reactant: [Br:1][C:2]1[C:3]([OH:17])=[C:4]2[C:9](=[CH:10][CH:11]=1)[N:8]([C:12]([O:14][CH3:15])=[O:13])[C@@H:7]([CH3:16])[CH2:6][CH2:5]2.Br[CH2:19][CH2:20][CH3:21].CC(C)([O-])C.[K+].O. The catalyst class is: 3. (3) Reactant: Cl[C:2]1[N:7]=[C:6]([NH:8][C:9]2[N:14]=[CH:13][C:12]3[N:15]=[C:16]([CH:21]([F:23])[F:22])[N:17]([CH:18]([CH3:20])[CH3:19])[C:11]=3[CH:10]=2)[CH:5]=[CH:4][N:3]=1.C(=O)([O-])[O-].[Na+].[Na+].[CH:30]1([S:33]([N:36]2[CH:40]=[C:39](B3OC(C)(C)C(C)(C)O3)[CH:38]=[N:37]2)(=[O:35])=[O:34])[CH2:32][CH2:31]1.O1CCOCC1. Product: [CH:30]1([S:33]([N:36]2[CH:40]=[C:39]([C:2]3[N:7]=[C:6]([NH:8][C:9]4[N:14]=[CH:13][C:12]5[N:15]=[C:16]([CH:21]([F:23])[F:22])[N:17]([CH:18]([CH3:20])[CH3:19])[C:11]=5[CH:10]=4)[CH:5]=[CH:4][N:3]=3)[CH:38]=[N:37]2)(=[O:34])=[O:35])[CH2:32][CH2:31]1. The catalyst class is: 257.